This data is from M1 muscarinic receptor antagonist screen with 61,756 compounds. The task is: Binary Classification. Given a drug SMILES string, predict its activity (active/inactive) in a high-throughput screening assay against a specified biological target. (1) The molecule is Clc1cc(C(C)C)c(OCC(=O)N2CCOCC2)cc1C. The result is 0 (inactive). (2) The drug is Oc1cc2c(n(CCCC)c(c2)C)cc1. The result is 0 (inactive). (3) The compound is O=C(Nc1cc(ccc1)C)C1CCN(CC1)c1nc(cc(n1)C)C. The result is 0 (inactive).